Dataset: Catalyst prediction with 721,799 reactions and 888 catalyst types from USPTO. Task: Predict which catalyst facilitates the given reaction. (1) Reactant: [OH:1][C:2]1[N:7]([C:8]2[CH:13]=[CH:12][CH:11]=[CH:10][C:9]=2[N+:14]([O-:16])=[O:15])[C:6](=[O:17])[N:5]([CH2:18][C:19]2[CH:24]=[CH:23][CH:22]=[CH:21][CH:20]=2)[C:4](=[O:25])[C:3]=1[C:26](OCC)=[O:27].C1CCN2C(=NCCC2)CC1.[NH2:42][CH2:43][C:44]([OH:46])=[O:45].Cl. Product: [OH:1][C:2]1[N:7]([C:8]2[CH:13]=[CH:12][CH:11]=[CH:10][C:9]=2[N+:14]([O-:16])=[O:15])[C:6](=[O:17])[N:5]([CH2:18][C:19]2[CH:24]=[CH:23][CH:22]=[CH:21][CH:20]=2)[C:4](=[O:25])[C:3]=1[C:26]([NH:42][CH2:43][C:44]([OH:46])=[O:45])=[O:27]. The catalyst class is: 8. (2) Reactant: [Br:1]Br.[NH:3]1[C:7]([C:8]([O:10][CH3:11])=[O:9])=[C:6]([C:12]([O:14][CH3:15])=[O:13])[N:5]=[CH:4]1.C(=O)([O-])[O-].[K+].[K+]. Product: [Br:1][C:4]1[NH:3][C:7]([C:8]([O:10][CH3:11])=[O:9])=[C:6]([C:12]([O:14][CH3:15])=[O:13])[N:5]=1. The catalyst class is: 545.